Dataset: Reaction yield outcomes from USPTO patents with 853,638 reactions. Task: Predict the reaction yield, written as a fraction of the theoretical maximum amount of product (1.0 means a 100% yield; for example, 0.34 means a 34% yield). (1) The reactants are C([Li])CCC.C(NC(C)C)(C)C.[C:13]([O:16][CH2:17][CH3:18])(=[O:15])[CH3:14].[CH3:19][C@H:20]([C@H:24]([CH3:28])[CH2:25][CH2:26][CH3:27])[C:21](Cl)=[O:22]. The catalyst is C1COCC1. The product is [CH2:17]([O:16][C:13](=[O:15])[CH2:14][C:21](=[O:22])[C@H:20]([CH3:19])[C@H:24]([CH3:28])[CH2:25][CH2:26][CH3:27])[CH3:18]. The yield is 0.892. (2) The reactants are [F:1][C:2]1[CH:7]=[CH:6][CH:5]=[C:4]([OH:8])[C:3]=1[C:9]1[N:18]=[C:17]([N:19]2[CH2:24][CH2:23][CH:22]([NH:25]C(=O)OC(C)(C)C)[CH2:21][CH2:20]2)[C:16]2[C:11](=[CH:12][C:13]([CH3:33])=[CH:14][CH:15]=2)[N:10]=1.C(O)(C(F)(F)F)=O. The catalyst is C(Cl)Cl. The product is [NH2:25][CH:22]1[CH2:21][CH2:20][N:19]([C:17]2[C:16]3[C:11](=[CH:12][C:13]([CH3:33])=[CH:14][CH:15]=3)[N:10]=[C:9]([C:3]3[C:2]([F:1])=[CH:7][CH:6]=[CH:5][C:4]=3[OH:8])[N:18]=2)[CH2:24][CH2:23]1. The yield is 0.920. (3) The reactants are [C:1]([O:4][CH:5]1[C:6]([OH:38])([CH3:37])[CH2:7][CH2:8][CH:9]([OH:36])[CH2:10][C:11]([O:13][CH:14](/[C:19](/[CH3:35])=[CH:20]/[CH:21]=[CH:22]/[CH:23]([CH3:34])[CH2:24][CH:25]2[O:33][CH:26]2[CH:27]([CH3:32])[CH:28]([OH:31])[CH2:29][CH3:30])[CH:15]([CH3:18])[CH:16]=[CH:17]1)=[O:12])(=[O:3])[CH3:2].CN(C1C=CC=CN=1)C.[S:48](Cl)([C:51]1[CH:57]=[CH:56][C:54]([CH3:55])=[CH:53][CH:52]=1)(=[O:50])=[O:49]. The catalyst is ClCCl.C(OCC)(=O)C. The product is [C:1]([O:4][CH:5]1[C:6]([OH:38])([CH3:37])[CH2:7][CH2:8][CH:9]([OH:36])[CH2:10][C:11]([O:13][CH:14](/[C:19](/[CH3:35])=[CH:20]/[CH:21]=[CH:22]/[CH:23]([CH3:34])[CH2:24][CH:25]2[O:33][CH:26]2[CH:27]([CH3:32])[CH:28]([O:31][S:48]([C:51]2[CH:57]=[CH:56][C:54]([CH3:55])=[CH:53][CH:52]=2)(=[O:50])=[O:49])[CH2:29][CH3:30])[CH:15]([CH3:18])[CH:16]=[CH:17]1)=[O:12])(=[O:3])[CH3:2]. The yield is 0.130. (4) The reactants are [H-].[Na+].[C:3]([O:10][CH3:11])(=[O:9])[CH2:4][C:5]([O:7][CH3:8])=[O:6].[Br:12][C:13]([CH2:15]Br)=[CH2:14]. The catalyst is CN(P(N(C)C)(N(C)C)=O)C. The product is [Br:12][C:13](=[CH2:14])[CH2:15][CH:4]([C:3]([O:10][CH3:11])=[O:9])[C:5]([O:7][CH3:8])=[O:6]. The yield is 0.650.